From a dataset of Catalyst prediction with 721,799 reactions and 888 catalyst types from USPTO. Predict which catalyst facilitates the given reaction. (1) Reactant: CS(O[CH2:6][CH:7]1[CH2:11][C:10](=[O:12])[N:9]([CH2:13][C:14]2[CH:19]=[CH:18][C:17]([O:20][CH3:21])=[CH:16][C:15]=2[O:22][CH3:23])[CH2:8]1)(=O)=O.[N-:24]=[N+:25]=[N-:26].[Na+].[I-].[Na+]. Product: [N:24]([CH2:6][CH:7]1[CH2:8][N:9]([CH2:13][C:14]2[CH:19]=[CH:18][C:17]([O:20][CH3:21])=[CH:16][C:15]=2[O:22][CH3:23])[C:10](=[O:12])[CH2:11]1)=[N+:25]=[N-:26]. The catalyst class is: 18. (2) Reactant: Cl[C:2]1[N:7]=[CH:6][N:5]=[C:4]([NH2:8])[C:3]=1[C:9]1[N:10]=[N:11][N:12]([CH3:14])[N:13]=1.[NH2:15][C@H:16]([C:19]1[N:28]([CH:29]2[CH2:31][CH2:30]2)[C:27](=[O:32])[C:26]2[C:21](=[CH:22][CH:23]=[CH:24][C:25]=2[Cl:33])[N:20]=1)[CH2:17][CH3:18].CCN(C(C)C)C(C)C.CCOC(C)=O. Product: [NH2:8][C:4]1[N:5]=[CH:6][N:7]=[C:2]([NH:15][C@H:16]([C:19]2[N:28]([CH:29]3[CH2:30][CH2:31]3)[C:27](=[O:32])[C:26]3[C:21](=[CH:22][CH:23]=[CH:24][C:25]=3[Cl:33])[N:20]=2)[CH2:17][CH3:18])[C:3]=1[C:9]1[N:10]=[N:11][N:12]([CH3:14])[N:13]=1. The catalyst class is: 114. (3) Reactant: [CH3:1][C:2]1([N:8]2[CH2:13][CH2:12][CH:11]([N:14]3[C@@H:18]4[CH2:19][CH2:20][CH2:21][CH2:22][C@H:17]4[NH:16][C:15]3=[O:23])[CH2:10][CH2:9]2)[CH2:7][CH2:6][NH:5][CH2:4][CH2:3]1.C(N(C(C)C)CC)(C)C.Cl[C:34]([O:36][CH2:37][CH3:38])=[O:35].C([O-])(O)=O.[Na+]. Product: [O:23]=[C:15]1[N:14]([CH:11]2[CH2:12][CH2:13][N:8]([C:2]3([CH3:1])[CH2:7][CH2:6][N:5]([C:34]([O:36][CH2:37][CH3:38])=[O:35])[CH2:4][CH2:3]3)[CH2:9][CH2:10]2)[C@@H:18]2[CH2:19][CH2:20][CH2:21][CH2:22][C@H:17]2[NH:16]1. The catalyst class is: 4. (4) Reactant: [N+:1]([C:4]1[CH:9]=[CH:8][C:7]([CH2:10][CH2:11][CH:12]=O)=[CH:6][CH:5]=1)([O-:3])=[O:2].[NH2:14][CH2:15][CH2:16][NH:17][S:18]([C:21]1[C:22]2[CH:23]=[CH:24][N:25]=[CH:26][C:27]=2[CH:28]=[C:29]([Br:31])[CH:30]=1)(=[O:20])=[O:19].[BH4-].[Na+]. Product: [NH3:1].[N+:1]([C:4]1[CH:9]=[CH:8][C:7]([CH2:10][CH2:11][CH2:12][NH:14][CH2:15][CH2:16][NH:17][S:18]([C:21]2[C:22]3[CH:23]=[CH:24][N:25]=[CH:26][C:27]=3[CH:28]=[C:29]([Br:31])[CH:30]=2)(=[O:19])=[O:20])=[CH:6][CH:5]=1)([O-:3])=[O:2]. The catalyst class is: 61.